Dataset: Forward reaction prediction with 1.9M reactions from USPTO patents (1976-2016). Task: Predict the product of the given reaction. The product is: [Cl:20][C:21]1[CH:28]=[CH:27][C:24]([CH2:25][N:4]2[CH2:3][CH2:2][N:1]([C:7]3[CH:8]=[CH:9][C:10]4[N:11]([C:13]([C:16]([F:18])([F:17])[F:19])=[N:14][N:15]=4)[CH:12]=3)[CH2:6][CH2:5]2)=[CH:23][CH:22]=1. Given the reactants [N:1]1([C:7]2[CH:8]=[CH:9][C:10]3[N:11]([C:13]([C:16]([F:19])([F:18])[F:17])=[N:14][N:15]=3)[CH:12]=2)[CH2:6][CH2:5][NH:4][CH2:3][CH2:2]1.[Cl:20][C:21]1[CH:28]=[CH:27][C:24]([CH:25]=O)=[CH:23][CH:22]=1, predict the reaction product.